From a dataset of Reaction yield outcomes from USPTO patents with 853,638 reactions. Predict the reaction yield, written as a fraction of the theoretical maximum amount of product (1.0 means a 100% yield; for example, 0.34 means a 34% yield). (1) The reactants are Br[C:2]1[CH:7]=[CH:6][C:5]([C:8]([OH:14])([CH3:13])[C:9]([F:12])([F:11])[F:10])=[CH:4][CH:3]=1.[CH3:15][C:16]1([CH3:30])[CH2:21][O:20][B:19]([B:19]2[O:20][CH2:21][C:16]([CH3:30])([CH3:15])[CH2:17][O:18]2)[O:18][CH2:17]1.C([O-])(=O)C.[K+]. The catalyst is O.C1C=CC(P(C2C=CC=CC=2)[C-]2C=CC=C2)=CC=1.C1C=CC(P(C2C=CC=CC=2)[C-]2C=CC=C2)=CC=1.Cl[Pd]Cl.[Fe+2]. The product is [CH3:15][C:16]1([CH3:30])[CH2:21][O:20][B:19]([C:2]2[CH:7]=[CH:6][C:5]([C:8]([OH:14])([CH3:13])[C:9]([F:12])([F:11])[F:10])=[CH:4][CH:3]=2)[O:18][CH2:17]1. The yield is 0.740. (2) The reactants are [S:1]1[CH:5]=[CH:4][N:3]=[C:2]1[NH:6][S:7]([C:10]1[C:19]2[C:14](=[CH:15][CH:16]=[CH:17][CH:18]=2)[C:13]([NH:20]C(=O)C)=[CH:12][CH:11]=1)(=[O:9])=[O:8]. The catalyst is C[O-].[Na+]. The product is [S:1]1[CH:5]=[CH:4][N:3]=[C:2]1[NH:6][S:7]([C:10]1[C:19]2[C:14](=[CH:15][CH:16]=[CH:17][CH:18]=2)[C:13]([NH2:20])=[CH:12][CH:11]=1)(=[O:9])=[O:8]. The yield is 0.730. (3) The catalyst is C1COCC1. The yield is 0.650. The reactants are [Cl:1][C:2]1[C:3]([CH3:19])=[C:4]([NH:10][C@H:11]([C:15]([OH:18])([CH3:17])[CH3:16])[C:12]([OH:14])=O)[CH:5]=[CH:6][C:7]=1[C:8]#[N:9].[C:20]([C:22]1[CH:31]=[CH:30][C:25]([C:26]([NH:28][NH2:29])=[O:27])=[CH:24][CH:23]=1)#[N:21].C1C=CC2N(O)N=NC=2C=1.C(Cl)CCl.CCN(CC)CC. The product is [Cl:1][C:2]1[C:3]([CH3:19])=[C:4]([NH:10][C@H:11]([C:15]([OH:18])([CH3:17])[CH3:16])[C:12]([NH:29][NH:28][C:26](=[O:27])[C:25]2[CH:24]=[CH:23][C:22]([C:20]#[N:21])=[CH:31][CH:30]=2)=[O:14])[CH:5]=[CH:6][C:7]=1[C:8]#[N:9]. (4) The reactants are [F:1][C:2]1[CH:7]=[C:6](I)[CH:5]=[CH:4][C:3]=1[N:9]1[CH:14]=[C:13]([O:15][CH3:16])[C:12](=[O:17])[C:11]([C:18]2[N:22]([C:23]3[CH:28]=[CH:27][CH:26]=[CH:25][CH:24]=3)[N:21]=[CH:20][CH:19]=2)=[N:10]1.Cl.[F:30][C:31]1([F:37])[CH2:36][CH2:35][CH2:34][NH:33][CH2:32]1.O(C(C)(C)C)[Na].CC1(C)C2C(=C(P(C3C=CC=CC=3)C3C=CC=CC=3)C=CC=2)OC2C(P(C3C=CC=CC=3)C3C=CC=CC=3)=CC=CC1=2. The yield is 0.550. The product is [F:30][C:31]1([F:37])[CH2:36][CH2:35][CH2:34][N:33]([C:6]2[CH:5]=[CH:4][C:3]([N:9]3[CH:14]=[C:13]([O:15][CH3:16])[C:12](=[O:17])[C:11]([C:18]4[N:22]([C:23]5[CH:28]=[CH:27][CH:26]=[CH:25][CH:24]=5)[N:21]=[CH:20][CH:19]=4)=[N:10]3)=[C:2]([F:1])[CH:7]=2)[CH2:32]1. The catalyst is O1CCOCC1.C([O-])(O)=O.[Na+].C1C=CC(/C=C/C(/C=C/C2C=CC=CC=2)=O)=CC=1.C1C=CC(/C=C/C(/C=C/C2C=CC=CC=2)=O)=CC=1.C1C=CC(/C=C/C(/C=C/C2C=CC=CC=2)=O)=CC=1.[Pd].[Pd].